This data is from Forward reaction prediction with 1.9M reactions from USPTO patents (1976-2016). The task is: Predict the product of the given reaction. (1) The product is: [C:35]([O:34][C:32]([NH:18][CH:8]([C:7]1[CH:10]=[CH:11][C:4]([O:3][C:2]([F:13])([F:12])[F:1])=[CH:5][CH:6]=1)[C:14]([O:15][CH3:20])=[O:17])=[O:33])([CH3:36])([CH3:37])[CH3:38]. Given the reactants [F:1][C:2]([F:13])([F:12])[O:3][C:4]1[CH:11]=[CH:10][C:7]([CH:8]=O)=[CH:6][CH:5]=1.[C:14](=[O:17])([O-])[O-:15].[NH4+:18].[NH4+].[C-:20]#N.[K+].Cl.[C:32](O[C:32]([O:34][C:35]([CH3:38])([CH3:37])[CH3:36])=[O:33])([O:34][C:35]([CH3:38])([CH3:37])[CH3:36])=[O:33].[OH-].[Na+].CI.C(=O)([O-])[O-].[K+].[K+], predict the reaction product. (2) Given the reactants C([O:8][N:9]=[C:10]1[C:18]2([CH2:23][CH2:22][CH2:21][CH2:20][CH2:19]2)[C:17]2[C:12](=[CH:13][CH:14]=[CH:15][CH:16]=2)[NH:11]1)C1C=CC=CC=1.C(ON=C1C2(CCCCC2)C2C(=CC=C(Br)C=2)N1)C1C=CC=CC=1.[CH3:48][O:49][C:50]1[CH:51]=[C:52](B(O)O)[CH:53]=[CH:54][CH:55]=1.CCCCCC, predict the reaction product. The product is: [CH3:48][O:49][C:50]1[CH:51]=[C:52]([C:15]2[CH:16]=[C:17]3[C:12](=[CH:13][CH:14]=2)[NH:11][C:10](=[N:9][OH:8])[C:18]23[CH2:23][CH2:22][CH2:21][CH2:20][CH2:19]2)[CH:53]=[CH:54][CH:55]=1. (3) The product is: [CH3:1][O:2][C:3]1[CH:4]=[C:5]([CH2:9][CH:10]([CH2:17][CH2:18][CH3:19])[CH2:11][C:12]([OH:14])=[O:13])[CH:6]=[CH:7][CH:8]=1. Given the reactants [CH3:1][O:2][C:3]1[CH:4]=[C:5]([CH2:9][CH:10]([CH2:17][CH2:18][CH3:19])[CH2:11][C:12]([O:14]CC)=[O:13])[CH:6]=[CH:7][CH:8]=1.[OH-].[Na+], predict the reaction product. (4) Given the reactants [H-].[Na+].[Cl:3][C:4]1[CH:9]=[CH:8][C:7]([N:10]2[C:18]([NH:19][CH:20]3[CH2:25][CH2:24][CH2:23][CH2:22][CH2:21]3)=[C:17]3[C:12]([CH:13]=[CH:14][CH:15]=[CH:16]3)=[N:11]2)=[CH:6][CH:5]=1.Cl[C:27]([O:29][CH:30]1[CH2:35][CH2:34][CH2:33][CH2:32][CH2:31]1)=[O:28].C(OC(C)=O)(C)C.[Cl-].[Na+].O, predict the reaction product. The product is: [CH:30]1([O:29][C:27](=[O:28])[N:19]([C:18]2[N:10]([C:7]3[CH:8]=[CH:9][C:4]([Cl:3])=[CH:5][CH:6]=3)[N:11]=[C:12]3[C:17]=2[CH:16]=[CH:15][CH:14]=[CH:13]3)[CH:20]2[CH2:25][CH2:24][CH2:23][CH2:22][CH2:21]2)[CH2:35][CH2:34][CH2:33][CH2:32][CH2:31]1. (5) Given the reactants F[C:2](F)(F)[C:3]([O-])=O.[S:8]1[CH:12]=[CH:11][CH:10]=[C:9]1[CH2:13][CH:14]([NH2:16])[CH3:15].[S:17]1[CH:21]=[CH:20][N:19]=[C:18]1[N:22]1[CH:26]=[CH:25][CH:24]=[C:23]1[CH:27]=O, predict the reaction product. The product is: [S:17]1[CH:21]=[CH:20][N:19]=[C:18]1[N:22]1[CH:26]=[CH:25][CH:24]=[C:23]1[CH2:27][N:16]([CH2:27][C:23]1[N:22]([C:18]2[S:17][CH:2]=[CH:3][N:19]=2)[CH:26]=[CH:25][CH:24]=1)[CH:14]([CH3:15])[CH2:13][C:9]1[S:8][CH:12]=[CH:11][CH:10]=1.